From a dataset of Reaction yield outcomes from USPTO patents with 853,638 reactions. Predict the reaction yield, written as a fraction of the theoretical maximum amount of product (1.0 means a 100% yield; for example, 0.34 means a 34% yield). (1) The reactants are [CH3:1][C:2]1[CH:3]=[C:4]([C:8]2[N:9]=[C:10]3[CH:15]=[CH:14][CH:13]=[N:12][N:11]3[C:16]=2[C:17]2[CH:22]=[CH:21][N:20]=[C:19]([NH2:23])[CH:18]=2)[CH:5]=[CH:6][CH:7]=1.C(N([CH2:29][CH3:30])CC)C.[C:31]1([S:37](Cl)(=[O:39])=[O:38])[CH:36]=[CH:35][CH:34]=[CH:33][CH:32]=1.C(=O)([O-])O.[Na+]. The catalyst is ClCCl. The product is [CH3:1][C:2]1[CH:3]=[C:4]([C:8]2[N:9]=[C:10]3[CH:15]=[CH:14][CH:13]=[N:12][N:11]3[C:16]=2[C:17]2[CH:22]=[CH:21][N:20]=[C:19]([N:23]([S:37]([C:30]3[CH:29]=[CH:33][CH:32]=[CH:31][CH:36]=3)(=[O:39])=[O:38])[S:37]([C:31]3[CH:36]=[CH:35][CH:34]=[CH:33][CH:32]=3)(=[O:39])=[O:38])[CH:18]=2)[CH:5]=[CH:6][CH:7]=1. The yield is 0.680. (2) The reactants are [NH2:1][C:2]1[C:11]2[CH:10]=[CH:9][CH:8]=[C:7](Br)[C:6]=2[N:5]=[C:4]2[CH2:13][N:14]([CH:17]3[CH2:20][CH2:19][CH2:18]3)[C:15](=[O:16])[C:3]=12.[CH3:21][O:22][C:23]1[N:28]=[C:27]([CH3:29])[C:26](B2OC(C)(C)C(C)(C)O2)=[CH:25][CH:24]=1. No catalyst specified. The product is [NH2:1][C:2]1[C:11]2[CH:10]=[CH:9][CH:8]=[C:7]([C:26]3[C:27]([CH3:29])=[N:28][C:23]([O:22][CH3:21])=[CH:24][CH:25]=3)[C:6]=2[N:5]=[C:4]2[CH2:13][N:14]([CH:17]3[CH2:20][CH2:19][CH2:18]3)[C:15](=[O:16])[C:3]=12. The yield is 0.620. (3) The reactants are Cl.C(OCC)(=O)C.C([O:12][C:13]1[C:14]([CH2:19][N:20]2[CH2:25][CH2:24][CH:23]([C:26](=[O:36])[CH2:27][C:28]3[CH:33]=[CH:32][CH:31]=[CH:30][C:29]=3[S:34][CH3:35])[CH2:22][CH2:21]2)=[N:15][CH:16]=[CH:17][N:18]=1)(C)(C)C.[OH-].[Na+]. The catalyst is ClCCl. The product is [CH3:35][S:34][C:29]1[CH:30]=[CH:31][CH:32]=[CH:33][C:28]=1[CH2:27][C:26]([CH:23]1[CH2:22][CH2:21][N:20]([CH2:19][C:14]2[C:13](=[O:12])[NH:18][CH:17]=[CH:16][N:15]=2)[CH2:25][CH2:24]1)=[O:36]. The yield is 0.840. (4) The reactants are [CH2:1]([O:8][C:9]([NH:11][C@@H:12]1[CH2:20][CH2:19][CH2:18][C:17]2[N:16]([CH2:21][CH2:22]OS(C)(=O)=O)[N:15]=[CH:14][C:13]1=2)=[O:10])[C:2]1[CH:7]=[CH:6][CH:5]=[CH:4][CH:3]=1.[C-:28]#[N:29].[Na+].O. The catalyst is CS(C)=O. The product is [CH2:1]([O:8][C:9](=[O:10])[NH:11][C@@H:12]1[CH2:20][CH2:19][CH2:18][C:17]2[N:16]([CH2:21][CH2:22][C:28]#[N:29])[N:15]=[CH:14][C:13]1=2)[C:2]1[CH:7]=[CH:6][CH:5]=[CH:4][CH:3]=1. The yield is 0.850.